Task: Predict the reactants needed to synthesize the given product.. Dataset: Full USPTO retrosynthesis dataset with 1.9M reactions from patents (1976-2016) (1) Given the product [CH2:31]([N:10]1[C:11]2[CH:12]=[C:13]([C:20]([O:22][CH3:23])=[O:21])[CH:14]=[CH:15][C:16]=2[C:17]2[N:18]=[CH:19][C:7]([C:6]3[C:2]([CH3:1])=[N:3][O:4][C:5]=3[CH3:24])=[CH:8][C:9]1=2)[C:32]1[CH:37]=[CH:36][CH:35]=[CH:34][CH:33]=1, predict the reactants needed to synthesize it. The reactants are: [CH3:1][C:2]1[C:6]([C:7]2[CH:19]=[N:18][C:17]3[C:16]4[CH:15]=[CH:14][C:13]([C:20]([O:22][CH3:23])=[O:21])=[CH:12][C:11]=4[NH:10][C:9]=3[CH:8]=2)=[C:5]([CH3:24])[O:4][N:3]=1.C([O-])([O-])=O.[K+].[K+].[CH2:31](Br)[C:32]1[CH:37]=[CH:36][CH:35]=[CH:34][CH:33]=1. (2) Given the product [CH2:31]([C@H:28]([NH:27][C:23]1[N:22]=[C:21]([Cl:38])[N:20]=[C:19]2[C:24]=1[N:25]=[CH:26][N:18]2[C@H:8]1[C@H:7]([OH:39])[C@H:6]([OH:5])[C@@H:10]([C:11]2[O:15][N:14]=[C:13]([CH2:16][CH3:17])[CH:12]=2)[O:9]1)[CH2:29][OH:30])[C:32]1[CH:33]=[CH:34][CH:35]=[CH:36][CH:37]=1, predict the reactants needed to synthesize it. The reactants are: Cl.C([O:5][C@@H:6]1[C@@H:10]([C:11]2[O:15][N:14]=[C:13]([CH2:16][CH3:17])[CH:12]=2)[O:9][C@@H:8]([N:18]2[CH:26]=[N:25][C:24]3[C:19]2=[N:20][C:21]([Cl:38])=[N:22][C:23]=3[NH:27][C@@H:28]([CH2:31][C:32]2[CH:37]=[CH:36][CH:35]=[CH:34][CH:33]=2)[CH2:29][OH:30])[C@@H:7]1[O:39]C(=O)C)(=O)C.C(=O)([O-])[O-].[K+].[K+].